Task: Regression. Given a peptide amino acid sequence and an MHC pseudo amino acid sequence, predict their binding affinity value. This is MHC class I binding data.. Dataset: Peptide-MHC class I binding affinity with 185,985 pairs from IEDB/IMGT (1) The binding affinity (normalized) is 0.0847. The peptide sequence is KYFVRSTEK. The MHC is HLA-B57:01 with pseudo-sequence HLA-B57:01. (2) The peptide sequence is IRHENRMVL. The MHC is HLA-B58:01 with pseudo-sequence HLA-B58:01. The binding affinity (normalized) is 0.0847. (3) The peptide sequence is RDWFMLMPK. The binding affinity (normalized) is 0.713. The MHC is HLA-A11:01 with pseudo-sequence HLA-A11:01. (4) The peptide sequence is RQIQVEGLK. The MHC is HLA-A02:01 with pseudo-sequence HLA-A02:01. The binding affinity (normalized) is 0.00899. (5) The peptide sequence is EGAGIDDPV. The MHC is HLA-A02:01 with pseudo-sequence HLA-A02:01. The binding affinity (normalized) is 0.0847. (6) The peptide sequence is KFNPMKTYI. The MHC is HLA-B15:01 with pseudo-sequence HLA-B15:01. The binding affinity (normalized) is 0.455.